From a dataset of NCI-60 drug combinations with 297,098 pairs across 59 cell lines. Regression. Given two drug SMILES strings and cell line genomic features, predict the synergy score measuring deviation from expected non-interaction effect. (1) Drug 1: CCC1=CC2CC(C3=C(CN(C2)C1)C4=CC=CC=C4N3)(C5=C(C=C6C(=C5)C78CCN9C7C(C=CC9)(C(C(C8N6C)(C(=O)OC)O)OC(=O)C)CC)OC)C(=O)OC.C(C(C(=O)O)O)(C(=O)O)O. Drug 2: CC1=C2C(C(=O)C3(C(CC4C(C3C(C(C2(C)C)(CC1OC(=O)C(C(C5=CC=CC=C5)NC(=O)C6=CC=CC=C6)O)O)OC(=O)C7=CC=CC=C7)(CO4)OC(=O)C)O)C)OC(=O)C. Cell line: MALME-3M. Synergy scores: CSS=45.2, Synergy_ZIP=0.140, Synergy_Bliss=-1.74, Synergy_Loewe=0.391, Synergy_HSA=2.84. (2) Drug 1: C1CN1P(=S)(N2CC2)N3CC3. Drug 2: CN(C(=O)NC(C=O)C(C(C(CO)O)O)O)N=O. Cell line: SW-620. Synergy scores: CSS=18.3, Synergy_ZIP=-5.17, Synergy_Bliss=1.19, Synergy_Loewe=-3.23, Synergy_HSA=1.63. (3) Drug 1: CCC1=CC2CC(C3=C(CN(C2)C1)C4=CC=CC=C4N3)(C5=C(C=C6C(=C5)C78CCN9C7C(C=CC9)(C(C(C8N6C)(C(=O)OC)O)OC(=O)C)CC)OC)C(=O)OC.C(C(C(=O)O)O)(C(=O)O)O. Cell line: M14. Synergy scores: CSS=24.8, Synergy_ZIP=-1.39, Synergy_Bliss=-0.802, Synergy_Loewe=-13.0, Synergy_HSA=1.51. Drug 2: CCC1=C2CN3C(=CC4=C(C3=O)COC(=O)C4(CC)O)C2=NC5=C1C=C(C=C5)O. (4) Drug 1: C1=CC(=CC=C1CC(C(=O)O)N)N(CCCl)CCCl.Cl. Drug 2: C1C(C(OC1N2C=NC3=C2NC=NCC3O)CO)O. Cell line: CAKI-1. Synergy scores: CSS=15.8, Synergy_ZIP=-6.45, Synergy_Bliss=-2.62, Synergy_Loewe=1.00, Synergy_HSA=1.19. (5) Drug 1: C1=C(C(=O)NC(=O)N1)F. Drug 2: CC(C)NC(=O)C1=CC=C(C=C1)CNNC.Cl. Cell line: HCT116. Synergy scores: CSS=29.9, Synergy_ZIP=-1.92, Synergy_Bliss=-9.31, Synergy_Loewe=-21.9, Synergy_HSA=-9.27. (6) Drug 1: CCC1(CC2CC(C3=C(CCN(C2)C1)C4=CC=CC=C4N3)(C5=C(C=C6C(=C5)C78CCN9C7C(C=CC9)(C(C(C8N6C=O)(C(=O)OC)O)OC(=O)C)CC)OC)C(=O)OC)O.OS(=O)(=O)O. Drug 2: CCCCC(=O)OCC(=O)C1(CC(C2=C(C1)C(=C3C(=C2O)C(=O)C4=C(C3=O)C=CC=C4OC)O)OC5CC(C(C(O5)C)O)NC(=O)C(F)(F)F)O. Cell line: SF-539. Synergy scores: CSS=59.7, Synergy_ZIP=-0.278, Synergy_Bliss=-3.07, Synergy_Loewe=-18.5, Synergy_HSA=-2.32.